From a dataset of Full USPTO retrosynthesis dataset with 1.9M reactions from patents (1976-2016). Predict the reactants needed to synthesize the given product. (1) Given the product [CH2:1]=[CH:2][CH:3]=[CH2:4].[CH2:5]=[CH:6][C:7]1[CH:12]=[CH:11][CH:10]=[CH:9][CH:8]=1, predict the reactants needed to synthesize it. The reactants are: [CH2:1]=[CH:2][CH:3]=[CH2:4].[CH2:5]=[CH:6][C:7]1[CH:12]=[CH:11][CH:10]=[CH:9][CH:8]=1.C([O-])(=O)CCCCCCC/C=C\CCCCCCCC.[K+].O=C[C@@H]([C@H]([C@@H]([C@@H](CO)O)O)O)O.[O-]P(OP([O-])([O-])=O)(=O)[O-].[Na+].[Na+].[Na+].[Na+].S(=O)(=O)(O)O. (2) Given the product [Cl:1][C:2]1[CH:3]=[C:4]([C:13]([C:15]([F:18])([F:17])[F:16])=[CH2:14])[CH:5]=[CH:6][C:7]=1[F:8], predict the reactants needed to synthesize it. The reactants are: [Cl:1][C:2]1[CH:3]=[C:4](B(O)O)[CH:5]=[CH:6][C:7]=1[F:8].Br[C:13]([C:15]([F:18])([F:17])[F:16])=[CH2:14].C([O-])([O-])=O.[K+].[K+]. (3) Given the product [Cl:1][C:2]1[CH:3]=[CH:4][C:5]2[N:6]([C:8]([C:11]([OH:19])=[O:12])=[CH:9][N:10]=2)[N:7]=1, predict the reactants needed to synthesize it. The reactants are: [Cl:1][C:2]1[CH:3]=[CH:4][C:5]2[N:6]([C:8]([CH:11]=[O:12])=[CH:9][N:10]=2)[N:7]=1.CC(=CC)C.Cl([O-])=[O:19].[Na+]. (4) Given the product [CH:36]1([NH:42][C:2]2[S:3][C:4]([C:30]3[CH:35]=[CH:34][N:33]=[CH:32][CH:31]=3)=[C:5]([C:7]3[C:8]([F:29])=[C:9]([N:14]([CH2:26][O:27][CH3:28])[S:15]([C:18]4[CH:23]=[C:22]([F:24])[CH:21]=[CH:20][C:19]=4[F:25])(=[O:17])=[O:16])[CH:10]=[CH:11][C:12]=3[F:13])[N:6]=2)[CH2:41][CH2:40][CH2:39][CH2:38][CH2:37]1, predict the reactants needed to synthesize it. The reactants are: Br[C:2]1[S:3][C:4]([C:30]2[CH:35]=[CH:34][N:33]=[CH:32][CH:31]=2)=[C:5]([C:7]2[C:8]([F:29])=[C:9]([N:14]([CH2:26][O:27][CH3:28])[S:15]([C:18]3[CH:23]=[C:22]([F:24])[CH:21]=[CH:20][C:19]=3[F:25])(=[O:17])=[O:16])[CH:10]=[CH:11][C:12]=2[F:13])[N:6]=1.[CH:36]1([NH2:42])[CH2:41][CH2:40][CH2:39][CH2:38][CH2:37]1. (5) Given the product [OH:52][CH2:51][CH2:50][O:49][CH2:48][CH2:47][N:41]1[CH2:46][CH2:45][N:44]([C:38](=[O:40])[CH2:37][CH2:36][C:33]2[CH:34]=[CH:35][C:30]([S:2]([CH3:1])(=[O:3])=[N:4][C:5](=[O:6])[C:7]3[CH:12]=[C:11]([C:13]#[C:14][C:15]4[CH:20]=[CH:19][CH:18]=[C:17]([NH:21][C:22]([C:24]5[O:25][CH:26]=[CH:27][C:28]=5[CH3:29])=[O:23])[CH:16]=4)[CH:10]=[N:9][CH:8]=3)=[CH:31][CH:32]=2)[CH2:43][CH2:42]1, predict the reactants needed to synthesize it. The reactants are: [CH3:1][S:2]([C:30]1[CH:35]=[CH:34][C:33]([CH2:36][CH2:37][C:38]([OH:40])=O)=[CH:32][CH:31]=1)(=[N:4][C:5]([C:7]1[CH:8]=[N:9][CH:10]=[C:11]([C:13]#[C:14][C:15]2[CH:20]=[CH:19][CH:18]=[C:17]([NH:21][C:22]([C:24]3[O:25][CH:26]=[CH:27][C:28]=3[CH3:29])=[O:23])[CH:16]=2)[CH:12]=1)=[O:6])=[O:3].[N:41]1([CH2:47][CH2:48][O:49][CH2:50][CH2:51][OH:52])[CH2:46][CH2:45][NH:44][CH2:43][CH2:42]1. (6) Given the product [F:8][C:6]1[CH:5]=[C:4]([CH2:9][C:10]([NH:13][C@H:14]([C:16]([C:18]2([NH2:38])[N:24]=[C:23]([C:25]3[CH:30]=[CH:29][CH:28]=[C:27]([F:31])[CH:26]=3)[C:22]3[CH:32]=[CH:33][CH:34]=[CH:35][C:21]=3[N:20]([CH3:36])[C:19]2=[O:37])=[O:17])[CH3:15])=[O:12])[CH:3]=[C:2]([F:1])[CH:7]=1, predict the reactants needed to synthesize it. The reactants are: [F:1][C:2]1[CH:3]=[C:4]([CH2:9][C:10]([OH:12])=O)[CH:5]=[C:6]([F:8])[CH:7]=1.[NH2:13][C@H:14]([C:16]([C:18]1([NH2:38])[N:24]=[C:23]([C:25]2[CH:30]=[CH:29][CH:28]=[C:27]([F:31])[CH:26]=2)[C:22]2[CH:32]=[CH:33][CH:34]=[CH:35][C:21]=2[N:20]([CH3:36])[C:19]1=[O:37])=[O:17])[CH3:15]. (7) The reactants are: P([O-])([O-])([O-])=O.[K+].[K+].[K+].Cl[C:10]1[CH:11]=[CH:12][C:13]2[N:19]3[CH2:20][C@H:16]([CH2:17][CH2:18]3)[N:15]([C:21]([NH:23][C:24]3[CH:29]=[N:28][CH:27]=[CH:26][N:25]=3)=[O:22])[C:14]=2[N:30]=1.[CH3:31][C:32]1[CH:37]=[C:36](B(O)O)[CH:35]=[C:34]([CH3:41])[N:33]=1.CC(C1C=C(C(C)C)C(C2C=CC=CC=2P(C2CCCCC2)C2CCCCC2)=C(C(C)C)C=1)C. Given the product [CH3:31][C:32]1[CH:37]=[C:36]([C:10]2[CH:11]=[CH:12][C:13]3[N:19]4[CH2:20][C@H:16]([CH2:17][CH2:18]4)[N:15]([C:21]([NH:23][C:24]4[CH:29]=[N:28][CH:27]=[CH:26][N:25]=4)=[O:22])[C:14]=3[N:30]=2)[CH:35]=[C:34]([CH3:41])[N:33]=1, predict the reactants needed to synthesize it. (8) Given the product [CH:1]1([C:7]2[C:8]([O:16][CH2:17][C:18]([F:21])([F:20])[F:19])=[N:9][CH:10]=[C:11]([CH:15]=2)[C:12]([NH:30][CH2:29][C:27]2[O:26][N:25]=[C:24]([O:23][CH3:22])[CH:28]=2)=[O:14])[CH2:2][CH2:3][CH2:4][CH2:5][CH2:6]1, predict the reactants needed to synthesize it. The reactants are: [CH:1]1([C:7]2[C:8]([O:16][CH2:17][C:18]([F:21])([F:20])[F:19])=[N:9][CH:10]=[C:11]([CH:15]=2)[C:12]([OH:14])=O)[CH2:6][CH2:5][CH2:4][CH2:3][CH2:2]1.[CH3:22][O:23][C:24]1[CH:28]=[C:27]([CH2:29][NH2:30])[O:26][N:25]=1.